From a dataset of Full USPTO retrosynthesis dataset with 1.9M reactions from patents (1976-2016). Predict the reactants needed to synthesize the given product. (1) Given the product [F:36][C:30]1[CH:31]=[CH:32][CH:33]=[C:34]([F:35])[C:29]=1[S:26]([NH:25][C:21]1[CH:22]=[CH:23][CH:24]=[C:19]([C:9]2[N:10]=[C:11]([CH:13]3[CH2:18][CH2:17][O:16][CH2:15][CH2:14]3)[S:12][C:8]=2[C:6]2[CH:5]=[CH:4][N:3]=[C:2]([CH3:38])[N:7]=2)[C:20]=1[F:37])(=[O:28])=[O:27], predict the reactants needed to synthesize it. The reactants are: Cl[C:2]1[N:7]=[C:6]([C:8]2[S:12][C:11]([CH:13]3[CH2:18][CH2:17][O:16][CH2:15][CH2:14]3)=[N:10][C:9]=2[C:19]2[C:20]([F:37])=[C:21]([NH:25][S:26]([C:29]3[C:34]([F:35])=[CH:33][CH:32]=[CH:31][C:30]=3[F:36])(=[O:28])=[O:27])[CH:22]=[CH:23][CH:24]=2)[CH:5]=[CH:4][N:3]=1.[CH3:38][Zn]C. (2) Given the product [C:1]([O:5][C:6]([N:8]1[CH2:13][CH2:12][CH:11]([C:14]2[N:15]([CH2:28][CH2:29][O:30][Si:31]([C:34]([CH3:37])([CH3:36])[CH3:35])([CH3:33])[CH3:32])[CH:16]=[C:17]([C:19]3[CH:24]=[CH:23][C:22]([F:25])=[C:21]([F:26])[CH:20]=3)[N:18]=2)[CH2:10][CH2:9]1)=[O:7])([CH3:4])([CH3:2])[CH3:3], predict the reactants needed to synthesize it. The reactants are: [C:1]([O:5][C:6]([N:8]1[CH2:13][CH2:12][CH:11]([C:14]2[NH:15][CH:16]=[C:17]([C:19]3[CH:24]=[CH:23][C:22]([F:25])=[C:21]([F:26])[CH:20]=3)[N:18]=2)[CH2:10][CH2:9]1)=[O:7])([CH3:4])([CH3:3])[CH3:2].Br[CH2:28][CH2:29][O:30][Si:31]([C:34]([CH3:37])([CH3:36])[CH3:35])([CH3:33])[CH3:32].[OH-].[K+]. (3) Given the product [C:2]([O:6][C:7]([N:9]1[CH2:10][CH2:11][C:12]2([CH2:16][N:15]([C:26](=[O:25])[NH:27][C:28]3[CH:29]=[N:30][CH:31]=[CH:32][CH:33]=3)[CH2:14][CH2:13]2)[CH2:17][CH2:18]1)=[O:8])([CH3:5])([CH3:3])[CH3:4], predict the reactants needed to synthesize it. The reactants are: Cl.[C:2]([O:6][C:7]([N:9]1[CH2:18][CH2:17][C:12]2([CH2:16][NH:15][CH2:14][CH2:13]2)[CH2:11][CH2:10]1)=[O:8])([CH3:5])([CH3:4])[CH3:3].C1([O:25][C:26](=O)[NH:27][C:28]2[CH:29]=[N:30][CH:31]=[CH:32][CH:33]=2)C=CC=CC=1. (4) Given the product [N:32]([C@@H:2]1[C:12]2[C:7](=[N:8][CH:9]=[CH:10][CH:11]=2)[C@H:6]([O:13][Si:14]([CH:21]([CH3:23])[CH3:22])([CH:18]([CH3:20])[CH3:19])[CH:15]([CH3:17])[CH3:16])[CH2:5][CH2:4][C@H:3]1[C:24]1[CH:29]=[CH:28][CH:27]=[C:26]([F:30])[C:25]=1[F:31])=[N+:33]=[N-:34], predict the reactants needed to synthesize it. The reactants are: Cl[C@H:2]1[C:12]2[C:7](=[N:8][CH:9]=[CH:10][CH:11]=2)[C@H:6]([O:13][Si:14]([CH:21]([CH3:23])[CH3:22])([CH:18]([CH3:20])[CH3:19])[CH:15]([CH3:17])[CH3:16])[CH2:5][CH2:4][C@H:3]1[C:24]1[CH:29]=[CH:28][CH:27]=[C:26]([F:30])[C:25]=1[F:31].[N-:32]=[N+:33]=[N-:34].[Na+]. (5) Given the product [CH3:1][O:2][C:3]1[CH:8]=[C:7]([O:9][CH3:10])[CH:6]=[CH:5][C:4]=1[C:11]1[N:17]([CH2:18][CH2:19][OH:20])[C:26](=[S:27])[NH:25][C:13](=[O:15])[CH:12]=1, predict the reactants needed to synthesize it. The reactants are: [CH3:1][O:2][C:3]1[CH:8]=[C:7]([O:9][CH3:10])[CH:6]=[CH:5][C:4]=1/[C:11](/[NH:17][CH2:18][CH2:19][OH:20])=[CH:12]/[C:13]([O:15]C)=O.C[Si]([N:25]=[C:26]=[S:27])(C)C.O.